From a dataset of Forward reaction prediction with 1.9M reactions from USPTO patents (1976-2016). Predict the product of the given reaction. (1) Given the reactants [C:1]([O:5][C:6](=[O:13])[CH2:7][CH2:8][NH:9][CH:10]([CH3:12])[CH3:11])([CH3:4])([CH3:3])[CH3:2].[Cl:14][C:15]1[N:20]=[C:19](Cl)[C:18]([N+:22]([O-:24])=[O:23])=[CH:17][N:16]=1.C(=O)(O)[O-].[K+], predict the reaction product. The product is: [C:1]([O:5][C:6](=[O:13])[CH2:7][CH2:8][N:9]([C:17]1[C:18]([N+:22]([O-:24])=[O:23])=[CH:19][N:20]=[C:15]([Cl:14])[N:16]=1)[CH:10]([CH3:11])[CH3:12])([CH3:4])([CH3:3])[CH3:2]. (2) Given the reactants FC(F)(F)S(O[C:7]1[CH:16]=[C:15]2[C:10]([C:11]([NH:19][C:20]3[CH:25]=[CH:24][C:23]([S:26][C:27]4[N:28]([CH3:32])[CH:29]=[CH:30][N:31]=4)=[C:22]([Cl:33])[CH:21]=3)=[C:12]([C:17]#[N:18])[CH:13]=[N:14]2)=[CH:9][C:8]=1[O:34][CH3:35])(=O)=O.[CH3:38][N:39]1[CH2:44][CH2:43][N:42]([CH2:45][CH2:46]/[CH:47]=[CH:48]/[Sn](CCCC)(CCCC)CCCC)[CH2:41][CH2:40]1, predict the reaction product. The product is: [Cl:33][C:22]1[CH:21]=[C:20]([NH:19][C:11]2[C:10]3[C:15](=[CH:16][C:7](/[CH:48]=[CH:47]/[CH2:46][CH2:45][N:42]4[CH2:41][CH2:40][N:39]([CH3:38])[CH2:44][CH2:43]4)=[C:8]([O:34][CH3:35])[CH:9]=3)[N:14]=[CH:13][C:12]=2[C:17]#[N:18])[CH:25]=[CH:24][C:23]=1[S:26][C:27]1[N:28]([CH3:32])[CH:29]=[CH:30][N:31]=1. (3) Given the reactants [CH3:1][O:2][C:3]1[CH:8]=[CH:7][C:6]([C:9]2[CH:10]=[C:11]([C:15]([OH:17])=O)[N:12]([CH3:14])[N:13]=2)=[CH:5][CH:4]=1.[CH3:18][O:19][CH2:20][CH2:21][N:22]([CH3:30])[C:23]1[CH:28]=[CH:27][C:26]([NH2:29])=[CH:25][N:24]=1, predict the reaction product. The product is: [CH3:18][O:19][CH2:20][CH2:21][N:22]([CH3:30])[C:23]1[N:24]=[CH:25][C:26]([NH:29][C:15]([C:11]2[N:12]([CH3:14])[N:13]=[C:9]([C:6]3[CH:5]=[CH:4][C:3]([O:2][CH3:1])=[CH:8][CH:7]=3)[CH:10]=2)=[O:17])=[CH:27][CH:28]=1.